Dataset: Catalyst prediction with 721,799 reactions and 888 catalyst types from USPTO. Task: Predict which catalyst facilitates the given reaction. Reactant: [N+:1]([C:4]1[C:8]2=[N:9][CH:10]=[CH:11][CH:12]=[C:7]2[NH:6][CH:5]=1)([O-])=O. Product: [NH2:1][C:4]1[C:8]2=[N:9][CH:10]=[CH:11][CH:12]=[C:7]2[NH:6][CH:5]=1. The catalyst class is: 43.